Predict the product of the given reaction. From a dataset of Forward reaction prediction with 1.9M reactions from USPTO patents (1976-2016). (1) Given the reactants [Si]([O:8][C:9]([C:18]1[CH:48]=[CH:47][C:21]([CH2:22][N:23]2[CH2:28][CH2:27][N:26]([C:29]([C:31]3[CH:36]=[CH:35][C:34]([NH:37][C:38]([NH:40][CH2:41][C:42]([OH:45])([CH3:44])[CH3:43])=[O:39])=[C:33]([Cl:46])[CH:32]=3)=[O:30])[CH2:25][CH2:24]2)=[CH:20][CH:19]=1)([C:14]([F:17])([F:16])[F:15])[C:10]([F:13])([F:12])[F:11])(C(C)(C)C)(C)C.[F-].[K+], predict the reaction product. The product is: [Cl:46][C:33]1[CH:32]=[C:31]([C:29]([N:26]2[CH2:25][CH2:24][N:23]([CH2:22][C:21]3[CH:20]=[CH:19][C:18]([C:9]([OH:8])([C:14]([F:16])([F:15])[F:17])[C:10]([F:12])([F:13])[F:11])=[CH:48][CH:47]=3)[CH2:28][CH2:27]2)=[O:30])[CH:36]=[CH:35][C:34]=1[NH:37][C:38]([NH:40][CH2:41][C:42]([OH:45])([CH3:43])[CH3:44])=[O:39]. (2) Given the reactants C([O:3][C:4]([CH2:6][CH2:7][C:8]1[C:13]([O:14][CH2:15][CH2:16][CH2:17][C:18]([O:20]CC)=[O:19])=[CH:12][CH:11]=[CH:10][C:9]=1[CH2:23][CH2:24][CH2:25][CH2:26][CH2:27][CH2:28][O:29][C:30]1[CH:31]=[C:32]([C:43]([OH:45])=O)[CH:33]=[C:34]([C:36]2[CH:41]=[CH:40][CH:39]=[C:38]([F:42])[CH:37]=2)[CH:35]=1)=[O:5])C.[CH:46]1([NH2:50])[CH2:49][CH2:48][CH2:47]1, predict the reaction product. The product is: [C:4]([CH2:6][CH2:7][C:8]1[C:9]([CH2:23][CH2:24][CH2:25][CH2:26][CH2:27][CH2:28][O:29][C:30]2[CH:35]=[C:34]([C:36]3[CH:41]=[CH:40][CH:39]=[C:38]([F:42])[CH:37]=3)[CH:33]=[C:32]([C:43](=[O:45])[NH:50][CH:46]3[CH2:49][CH2:48][CH2:47]3)[CH:31]=2)=[CH:10][CH:11]=[CH:12][C:13]=1[O:14][CH2:15][CH2:16][CH2:17][C:18]([OH:20])=[O:19])([OH:3])=[O:5]. (3) Given the reactants C(OC([NH:8][CH2:9][C:10]1[C:11]([CH2:31][CH:32]([CH3:34])[CH3:33])=[N:12][C:13]2[C:18]([C:19]=1[C:20]1[CH:25]=[CH:24][C:23]([CH3:26])=[CH:22][CH:21]=1)=[CH:17][C:16]([C:27]([O:29][CH3:30])=[O:28])=[CH:15][CH:14]=2)=O)(C)(C)C.[ClH:35], predict the reaction product. The product is: [ClH:35].[ClH:35].[NH2:8][CH2:9][C:10]1[C:11]([CH2:31][CH:32]([CH3:34])[CH3:33])=[N:12][C:13]2[C:18]([C:19]=1[C:20]1[CH:25]=[CH:24][C:23]([CH3:26])=[CH:22][CH:21]=1)=[CH:17][C:16]([C:27]([O:29][CH3:30])=[O:28])=[CH:15][CH:14]=2. (4) Given the reactants Br[C:2]1[CH:3]=[CH:4][C:5]([N:11]2[CH2:15][CH2:14][CH2:13][CH2:12]2)=[C:6]([C:8](=[O:10])[CH3:9])[CH:7]=1.[CH2:16]([O:20][CH2:21][CH2:22][O:23][C:24]1[CH:29]=[CH:28][C:27](OB(O)O)=[CH:26][CH:25]=1)[CH2:17][CH2:18][CH3:19].C(=O)([O-])[O-].[K+].[K+], predict the reaction product. The product is: [CH2:16]([O:20][CH2:21][CH2:22][O:23][C:24]1[CH:25]=[CH:26][C:27]([C:2]2[CH:3]=[CH:4][C:5]([N:11]3[CH2:15][CH2:14][CH2:13][CH2:12]3)=[C:6]([C:8](=[O:10])[CH3:9])[CH:7]=2)=[CH:28][CH:29]=1)[CH2:17][CH2:18][CH3:19]. (5) Given the reactants [CH2:1]([NH:3][C:4]1[CH2:8][CH2:7][C:6](=[O:9])[CH:5]=1)[CH3:2].[H-].[Na+].Cl[C:13]([O:15][CH3:16])=[O:14], predict the reaction product. The product is: [CH3:16][O:15][C:13](=[O:14])[N:3]([CH2:1][CH3:2])[C:4]1[CH2:8][CH2:7][C:6](=[O:9])[CH:5]=1. (6) Given the reactants [N+:1]([C:4]1[CH:12]=[C:11]2[C:7]([CH:8]=[N:9][NH:10]2)=[CH:6][CH:5]=1)([O-:3])=[O:2].[Br:13]Br, predict the reaction product. The product is: [Br:13][C:8]1[C:7]2[C:11](=[CH:12][C:4]([N+:1]([O-:3])=[O:2])=[CH:5][CH:6]=2)[NH:10][N:9]=1.